Binary Classification. Given a drug SMILES string, predict its activity (active/inactive) in a high-throughput screening assay against a specified biological target. From a dataset of M1 muscarinic receptor agonist screen with 61,833 compounds. The molecule is S(=O)(=O)(Nc1cc2c(nc1)cccc2)c1c(OC)ccc(OC)c1. The result is 0 (inactive).